Dataset: Full USPTO retrosynthesis dataset with 1.9M reactions from patents (1976-2016). Task: Predict the reactants needed to synthesize the given product. The reactants are: Cl.[C:2]([C:4]1[CH:9]=[CH:8][C:7]([CH:10]2[CH2:14][S:13][C:12]3=[N:15][CH:16]=[C:17]([C:18]([OH:20])=O)[N:11]23)=[CH:6][C:5]=1F)#[N:3].[Br:22][C:23]1[CH:36]=[CH:35][C:34]([O:37][Si:38]([C:51]([CH3:54])([CH3:53])[CH3:52])([C:45]2[CH:50]=[CH:49][CH:48]=[CH:47][CH:46]=2)[C:39]2[CH:44]=[CH:43][CH:42]=[CH:41][CH:40]=2)=[CH:33][C:24]=1[CH2:25][N:26]1[CH2:31][CH2:30][NH:29][CH2:28][C:27]1=[O:32].CCN=C=NCCCN(C)C.Cl.C1C=CC2N(O)N=NC=2C=1.C(N(CC)C(C)C)(C)C. Given the product [Br:22][C:23]1[CH:36]=[CH:35][C:34]([O:37][Si:38]([C:51]([CH3:54])([CH3:53])[CH3:52])([C:39]2[CH:44]=[CH:43][CH:42]=[CH:41][CH:40]=2)[C:45]2[CH:50]=[CH:49][CH:48]=[CH:47][CH:46]=2)=[CH:33][C:24]=1[CH2:25][N:26]1[CH2:31][CH2:30][N:29]([C:18]([C:17]2[N:11]3[C:12]([S:13][CH2:14][CH:10]3[C:7]3[CH:6]=[CH:5][C:4]([C:2]#[N:3])=[CH:9][CH:8]=3)=[N:15][CH:16]=2)=[O:20])[CH2:28][C:27]1=[O:32], predict the reactants needed to synthesize it.